From a dataset of Reaction yield outcomes from USPTO patents with 853,638 reactions. Predict the reaction yield, written as a fraction of the theoretical maximum amount of product (1.0 means a 100% yield; for example, 0.34 means a 34% yield). (1) The catalyst is CC(C)=O. The product is [CH3:1][C:2]1[CH:3]=[C:4]([O:9][CH2:12][CH:11]=[CH2:10])[CH:5]=[C:6]([CH3:8])[CH:7]=1. The yield is 1.00. The reactants are [CH3:1][C:2]1[CH:3]=[C:4]([OH:9])[CH:5]=[C:6]([CH3:8])[CH:7]=1.[CH2:10](Br)[CH:11]=[CH2:12].C(=O)([O-])[O-].[K+].[K+]. (2) The reactants are [CH3:1][C:2]1[CH:7]=[CH:6][C:5]([S:8](Cl)(=[O:10])=[O:9])=[CH:4][CH:3]=1.[CH2:12]([NH:19][C:20]([C:22]1[S:26][C:25]([NH2:27])=[N:24][C:23]=1[CH3:28])=[O:21])[C:13]1[CH:18]=[CH:17][CH:16]=[CH:15][CH:14]=1. No catalyst specified. The product is [CH2:12]([NH:19][C:20]([C:22]1[S:26][C:25]([NH:27][S:8]([C:5]2[CH:6]=[CH:7][C:2]([CH3:1])=[CH:3][CH:4]=2)(=[O:10])=[O:9])=[N:24][C:23]=1[CH3:28])=[O:21])[C:13]1[CH:18]=[CH:17][CH:16]=[CH:15][CH:14]=1. The yield is 0.430. (3) The reactants are CC(C)=O.OS(O)(=O)=O.O=[Cr](=O)=O.[Br:14][C:15]1[CH:16]=[CH:17][C:18]([N+:24]([O-:26])=[O:25])=[C:19]([CH:21]([OH:23])[CH3:22])[CH:20]=1. The catalyst is CC(C)=O. The product is [Br:14][C:15]1[CH:16]=[CH:17][C:18]([N+:24]([O-:26])=[O:25])=[C:19]([C:21](=[O:23])[CH3:22])[CH:20]=1. The yield is 0.770.